From a dataset of Catalyst prediction with 721,799 reactions and 888 catalyst types from USPTO. Predict which catalyst facilitates the given reaction. Reactant: O[C:2]([CH3:13])([CH3:12])[CH2:3][NH:4][C:5](=[O:11])[O:6][C:7]([CH3:10])([CH3:9])[CH3:8].C(N(S(F)(F)[F:20])CC)C.C([O-])(O)=O.[Na+]. Product: [F:20][C:2]([CH3:13])([CH3:12])[CH2:3][NH:4][C:5](=[O:11])[O:6][C:7]([CH3:10])([CH3:9])[CH3:8]. The catalyst class is: 2.